From a dataset of Full USPTO retrosynthesis dataset with 1.9M reactions from patents (1976-2016). Predict the reactants needed to synthesize the given product. (1) Given the product [C:16]([CH2:8][CH:9]([OH:15])[CH2:10][C:11]([OH:13])=[O:12])#[N:17], predict the reactants needed to synthesize it. The reactants are: [Cl-].[Ca+2].[Cl-].[OH-].[Ca+2].[OH-].Br[CH2:8][CH:9]([OH:15])[CH2:10][C:11]([O:13]C)=[O:12].[C-:16]#[N:17].[Na+].Cl. (2) Given the product [CH3:38][O:37][C:26]1[C:27]([NH2:29])=[CH:28][C:23]([N:19]2[C:18]3[CH:39]=[C:14]([O:13][C@H:10]4[CH2:11][CH2:12][NH:8][CH2:9]4)[CH:15]=[CH:16][C:17]=3[O:22][CH2:21][CH2:20]2)=[CH:24][N:25]=1, predict the reactants needed to synthesize it. The reactants are: C(OC([N:8]1[CH2:12][CH2:11][C@H:10]([O:13][C:14]2[CH:15]=[CH:16][C:17]3[O:22][CH2:21][CH2:20][N:19]([C:23]4[CH:24]=[N:25][C:26]([O:37][CH3:38])=[C:27]([NH:29]C(OC(C)(C)C)=O)[CH:28]=4)[C:18]=3[CH:39]=2)[CH2:9]1)=O)(C)(C)C.C(O)(C(F)(F)F)=O. (3) Given the product [CH3:44][C:42]1=[C:43]([CH2:28][C:29]([OH:31])=[O:30])[C:39]2[CH:38]=[C:37]([F:117])[CH:46]=[CH:45][C:40]=2/[C:41]/1=[CH:7]\[C:6]1[CH:10]=[CH:11][C:12]([S+:73]([O-:75])[CH3:72])=[CH:13][CH:5]=1, predict the reactants needed to synthesize it. The reactants are: C(O[C:5]1[C:6](=[CH:10][CH:11]=[CH:12][CH:13]=1)[C:7](O)=O)(=O)C.CC1C=CC=C(NC2C=CC=C[C:28]=2[C:29]([OH:31])=[O:30])C=1C.OC(C([C:37]1[CH:46]=[CH:45][C:40]([CH2:41][CH:42]([CH3:44])[CH3:43])=[CH:39][CH:38]=1)C)=O.CC1N(C(C2C=CC(Cl)=CC=2)=O)C2C=CC(OC)=CC=2C=1CC(O)=O.[CH3:72][S:73](C1C=CC(C2COC(=O)C=2C2C=CC=CC=2)=CC=1)(=[O:75])=O.CC1C=CC(C2N(C3C=CC(S(N)(=O)=O)=CC=3)N=C(C(F)(F)[F:117])C=2)=CC=1. (4) The reactants are: [NH2:1][C:2]([C:4]1[C:5]2[S:27][C:26]([C:28]3[CH:33]=[CH:32][CH:31]=[CH:30][C:29]=3[O:34][CH2:35][C:36]3[CH:41]=[CH:40][CH:39]=[CH:38][CH:37]=3)=[CH:25][C:6]=2[C:7]([N:10]([CH3:24])[C@H:11]2[CH2:16][CH2:15][CH2:14][N:13](C(OC(C)(C)C)=O)[CH2:12]2)=[N:8][CH:9]=1)=[O:3].Cl. Given the product [CH2:35]([O:34][C:29]1[CH:30]=[CH:31][CH:32]=[CH:33][C:28]=1[C:26]1[S:27][C:5]2[C:4]([C:2]([NH2:1])=[O:3])=[CH:9][N:8]=[C:7]([N:10]([CH3:24])[C@H:11]3[CH2:16][CH2:15][CH2:14][NH:13][CH2:12]3)[C:6]=2[CH:25]=1)[C:36]1[CH:37]=[CH:38][CH:39]=[CH:40][CH:41]=1, predict the reactants needed to synthesize it.